From a dataset of Catalyst prediction with 721,799 reactions and 888 catalyst types from USPTO. Predict which catalyst facilitates the given reaction. (1) Reactant: [Br:1][C:2]1[CH:16]=[CH:15][C:5]2[C:6]3[N:10]([CH2:11][CH2:12][O:13][C:4]=2[CH:3]=1)[CH:9]=[C:8](I)[N:7]=3.N#N.C[Si](C)(C)N[Si](C)(C)C.C[N:29](C)[CH:30]=[O:31]. Product: [Br:1][C:2]1[CH:16]=[CH:15][C:5]2[C:6]3[N:10]([CH2:11][CH2:12][O:13][C:4]=2[CH:3]=1)[CH:9]=[C:8]([C:30]([NH2:29])=[O:31])[N:7]=3. The catalyst class is: 235. (2) Reactant: [C:1]([C:4]1[C:22](=[O:23])[C@@:8]2([CH3:24])[C:9]3[C:15]([OH:16])=[CH:14][C:13]([O:17][CH3:18])=[C:12]([C:19](N)=[O:20])[C:10]=3[O:11][C:7]2=[CH:6][C:5]=1[OH:25])(=[O:3])[CH3:2].S(=O)(=O)(O)[OH:27].N([O-])=O.[Na+]. Product: [C:1]([C:4]1[C:22](=[O:23])[C@@:8]2([CH3:24])[C:9]3[C:15]([OH:16])=[CH:14][C:13]([O:17][CH3:18])=[C:12]([C:19]([OH:27])=[O:20])[C:10]=3[O:11][C:7]2=[CH:6][C:5]=1[OH:25])(=[O:3])[CH3:2]. The catalyst class is: 10. (3) Reactant: [O-]CC.[Na+].[Na].[O:6]([C:13]1[CH:14]=[C:15]([CH2:19][C:20]#[N:21])[CH:16]=[CH:17][CH:18]=1)[C:7]1[CH:12]=[CH:11][CH:10]=[CH:9][CH:8]=1.[N:22](OCCC(C)C)=[O:23]. Product: [OH:23][N:22]=[C:19]([C:15]1[CH:16]=[CH:17][CH:18]=[C:13]([O:6][C:7]2[CH:8]=[CH:9][CH:10]=[CH:11][CH:12]=2)[CH:14]=1)[C:20]#[N:21]. The catalyst class is: 621. (4) The catalyst class is: 45. Reactant: [CH3:1][O:2][C:3]1[CH:8]=[CH:7][C:6]([C:9]([C:13]2[CH:18]=[CH:17][C:16]([O:19][CH3:20])=[CH:15][CH:14]=2)=[CH:10][C:11]#[N:12])=[CH:5][CH:4]=1.[H][H]. Product: [CH3:20][O:19][C:16]1[CH:15]=[CH:14][C:13]([CH:9]([C:6]2[CH:5]=[CH:4][C:3]([O:2][CH3:1])=[CH:8][CH:7]=2)[CH2:10][C:11]#[N:12])=[CH:18][CH:17]=1. (5) Reactant: O.[OH-].[Li+].[CH3:4][C:5]1[O:9][C:8]([C:10]2[S:11][CH:12]=[CH:13][CH:14]=2)=[N:7][C:6]=1[CH2:15][O:16][C:17]1[CH:41]=[CH:40][C:20]([CH2:21][O:22]/[N:23]=[C:24](/[C:34]2[CH:39]=[CH:38][CH:37]=[CH:36][CH:35]=2)\[CH2:25][CH2:26][CH2:27][CH2:28][C:29]([O:31]CC)=[O:30])=[CH:19][CH:18]=1.O.Cl. Product: [CH3:4][C:5]1[O:9][C:8]([C:10]2[S:11][CH:12]=[CH:13][CH:14]=2)=[N:7][C:6]=1[CH2:15][O:16][C:17]1[CH:18]=[CH:19][C:20]([CH2:21][O:22]/[N:23]=[C:24](/[C:34]2[CH:39]=[CH:38][CH:37]=[CH:36][CH:35]=2)\[CH2:25][CH2:26][CH2:27][CH2:28][C:29]([OH:31])=[O:30])=[CH:40][CH:41]=1. The catalyst class is: 214.